This data is from Reaction yield outcomes from USPTO patents with 853,638 reactions. The task is: Predict the reaction yield, written as a fraction of the theoretical maximum amount of product (1.0 means a 100% yield; for example, 0.34 means a 34% yield). (1) The reactants are [Br:1][C:2]1[CH:3]=[C:4]2[C:10]([C:11](N(OC)C)=[O:12])=[N:9][N:8]([CH:17]3[CH2:22][CH2:21][CH2:20][CH2:19][O:18]3)[C:5]2=[N:6][CH:7]=1.[H-].[Al+3].[Li+].[H-].[H-].[H-]. The catalyst is C1COCC1. The product is [Br:1][C:2]1[CH:3]=[C:4]2[C:10]([CH:11]=[O:12])=[N:9][N:8]([CH:17]3[CH2:22][CH2:21][CH2:20][CH2:19][O:18]3)[C:5]2=[N:6][CH:7]=1. The yield is 0.910. (2) The yield is 0.390. The product is [Br:14][C:15]1[CH:16]=[C:17]([CH:22]=[CH:23][C:24]=1[CH2:25][NH:1][CH2:2][C@@H:3]([OH:7])[CH2:4][O:5][CH3:6])[C:18]([O:20][CH3:21])=[O:19]. The reactants are [NH2:1][CH2:2][C@@H:3]([OH:7])[CH2:4][O:5][CH3:6].C([O-])([O-])=O.[K+].[K+].[Br:14][C:15]1[CH:16]=[C:17]([CH:22]=[CH:23][C:24]=1[CH2:25]Br)[C:18]([O:20][CH3:21])=[O:19]. The catalyst is CC#N. (3) The reactants are [C:1]1([CH:7]=[CH:8][C:9](=[O:18])[CH:10]=[CH:11][C:12]2[CH:17]=[CH:16][CH:15]=[CH:14][CH:13]=2)[CH:6]=[CH:5][CH:4]=[CH:3][CH:2]=1. The catalyst is [Pd].C(OCC)(=O)C. The product is [C:12]1([CH2:11][CH2:10][C:9](=[O:18])[CH2:8][CH2:7][C:1]2[CH:2]=[CH:3][CH:4]=[CH:5][CH:6]=2)[CH:17]=[CH:16][CH:15]=[CH:14][CH:13]=1. The yield is 0.800. (4) The reactants are [Si]([O:8][CH2:9][C@H:10]1[CH2:14][CH2:13][C:12](=[O:15])[N:11]1[C:16]1[CH:46]=[C:45]([F:47])[CH:44]=[CH:43][C:17]=1[CH2:18][NH:19][C:20]([C:22]1[N:23]=[C:24]2[N:29]([C:30](=[O:40])[C:31]=1[O:32][CH2:33][C:34]1[CH:39]=[CH:38][CH:37]=[CH:36][CH:35]=1)[CH2:28][CH2:27][O:26][C:25]2([CH3:42])[CH3:41])=[O:21])(C(C)(C)C)(C)C.[F-].C([N+](CCCC)(CCCC)CCCC)CCC.C([O-])(O)=O.[Na+]. The catalyst is O1CCCC1. The product is [F:47][C:45]1[CH:44]=[CH:43][C:17]([CH2:18][NH:19][C:20]([C:22]2[N:23]=[C:24]3[N:29]([C:30](=[O:40])[C:31]=2[O:32][CH2:33][C:34]2[CH:39]=[CH:38][CH:37]=[CH:36][CH:35]=2)[CH2:28][CH2:27][O:26][C:25]3([CH3:42])[CH3:41])=[O:21])=[C:16]([N:11]2[C:12](=[O:15])[CH2:13][CH2:14][C@@H:10]2[CH2:9][OH:8])[CH:46]=1. The yield is 0.730. (5) The reactants are [CH:1]1([NH:9][C:10]2[CH:22]=[CH:21][C:13]([C:14]([O:16][C:17]([CH3:20])([CH3:19])[CH3:18])=[O:15])=[CH:12][C:11]=2[N+:23]([O-])=O)[CH2:8][CH2:7][CH2:6][CH2:5][CH2:4][CH2:3][CH2:2]1.[H][H]. The catalyst is [OH-].[OH-].[Pd+2]. The product is [NH2:23][C:11]1[CH:12]=[C:13]([CH:21]=[CH:22][C:10]=1[NH:9][CH:1]1[CH2:8][CH2:7][CH2:6][CH2:5][CH2:4][CH2:3][CH2:2]1)[C:14]([O:16][C:17]([CH3:18])([CH3:19])[CH3:20])=[O:15]. The yield is 0.870.